Dataset: Reaction yield outcomes from USPTO patents with 853,638 reactions. Task: Predict the reaction yield, written as a fraction of the theoretical maximum amount of product (1.0 means a 100% yield; for example, 0.34 means a 34% yield). (1) The reactants are CC([O-])(C)C.[K+].[C:7]([CH2:9][C:10]([NH2:12])=[O:11])#[N:8].[CH3:13][C:14](=O)/[CH:15]=[CH:16]/[CH2:17][CH2:18][CH3:19]. The catalyst is CS(C)=O. The product is [CH3:13][C:14]1[NH:12][C:10](=[O:11])[C:9]([C:7]#[N:8])=[C:16]([CH2:17][CH2:18][CH3:19])[CH:15]=1. The yield is 0.320. (2) The reactants are [F:1][C:2]([F:7])([F:6])[C:3]([OH:5])=[O:4].[CH2:8]([S:10]([N:13]1[CH2:18][CH2:17][CH:16]([C:19]2[C:27]3[C:22](=[C:23]([C:39]([NH2:41])=[O:40])[CH:24]=[C:25]([C:28]4[CH:29]=[N:30][N:31]([CH2:33][CH2:34][NH:35][CH2:36][CH2:37]O)[CH:32]=4)[CH:26]=3)[NH:21][CH:20]=2)[CH2:15][CH2:14]1)(=[O:12])=[O:11])[CH3:9].[CH2:42](N)[CH2:43]CC.NCCO. No catalyst specified. The product is [F:1][C:2]([F:7])([F:6])[C:3]([OH:5])=[O:4].[CH2:36]([NH:35][CH2:34][CH2:33][N:31]1[CH:32]=[C:28]([C:25]2[CH:26]=[C:27]3[C:22](=[C:23]([C:39]([NH2:41])=[O:40])[CH:24]=2)[NH:21][CH:20]=[C:19]3[CH:16]2[CH2:17][CH2:18][N:13]([S:10]([CH2:8][CH3:9])(=[O:12])=[O:11])[CH2:14][CH2:15]2)[CH:29]=[N:30]1)[CH2:37][CH2:42][CH3:43]. The yield is 0.260. (3) The reactants are [CH3:1][N:2]1[C:6]([C:7]2[CH:19]=[N:18][C:17]3[C:16]4[CH:15]=[C:14](CC([O-])=O)[CH:13]=[CH:12][C:11]=4[NH:10][C:9]=3[CH:8]=2)=[C:5]([CH3:24])[N:4]=[N:3]1.BrC1C=NC2C3[C:34]([S:39](C)(=[O:41])=[O:40])=CC=CC=3NC=2C=1.CN1C([Sn](CCCC)(CCCC)CCCC)=C(C)N=N1. No catalyst specified. The product is [CH3:1][N:2]1[C:6]([C:7]2[CH:19]=[N:18][C:17]3[C:16]4[C:15]([S:39]([CH3:34])(=[O:41])=[O:40])=[CH:14][CH:13]=[CH:12][C:11]=4[NH:10][C:9]=3[CH:8]=2)=[C:5]([CH3:24])[N:4]=[N:3]1. The yield is 0.930.